Predict the reactants needed to synthesize the given product. From a dataset of Full USPTO retrosynthesis dataset with 1.9M reactions from patents (1976-2016). (1) The reactants are: C[O:2][C:3](=[O:31])[CH2:4][CH:5]([N:9]1[C:13]2[CH:14]=[CH:15][CH:16]=[CH:17][C:12]=2[N:11]([CH2:18][C:19]2[C:27]3[C:22](=[CH:23][CH:24]=[CH:25][C:26]=3[CH3:28])[N:21]([CH3:29])[CH:20]=2)[C:10]1=[O:30])[CH2:6][O:7][CH3:8].Cl. Given the product [CH3:29][N:21]1[C:22]2[C:27](=[C:26]([CH3:28])[CH:25]=[CH:24][CH:23]=2)[C:19]([CH2:18][N:11]2[C:12]3[CH:17]=[CH:16][CH:15]=[CH:14][C:13]=3[N:9]([CH:5]([CH2:6][O:7][CH3:8])[CH2:4][C:3]([OH:31])=[O:2])[C:10]2=[O:30])=[CH:20]1, predict the reactants needed to synthesize it. (2) Given the product [N:56]1([S:60]([NH:63][C:30](=[O:32])[C:29]2[CH:33]=[C:25]([Cl:24])[C:26]([CH2:35][O:36][C:37]3[CH:42]=[CH:41][C:40]([O:43][C:44]([F:45])([F:46])[F:47])=[C:39]([Cl:48])[CH:38]=3)=[CH:27][C:28]=2[F:34])(=[O:62])=[O:61])[CH2:59][CH2:58][CH2:57]1, predict the reactants needed to synthesize it. The reactants are: ClC1C(OC2C=CC(Cl)=C(C(F)(F)F)C=2)=CC(F)=C(C=1)C(O)=O.[Cl:24][C:25]1[C:26]([CH2:35][O:36][C:37]2[CH:42]=[CH:41][C:40]([O:43][C:44]([F:47])([F:46])[F:45])=[C:39]([Cl:48])[CH:38]=2)=[CH:27][C:28]([F:34])=[C:29]([CH:33]=1)[C:30]([OH:32])=O.CN(C)S(N)(=O)=O.[N:56]1([S:60]([NH2:63])(=[O:62])=[O:61])[CH2:59][CH2:58][CH2:57]1. (3) Given the product [CH3:1][O:2][CH2:3][CH2:4][C:5]1[N:6]([CH2:19][CH2:20][CH3:21])[C:7]2[C:16]3[CH:15]=[CH:14][C:13]([O:17][CH2:103][CH2:102][CH2:101][S:100][CH3:99])=[CH:12][C:11]=3[N:10]=[CH:9][C:8]=2[N:18]=1, predict the reactants needed to synthesize it. The reactants are: [CH3:1][O:2][CH2:3][CH2:4][C:5]1[N:6]([CH2:19][CH2:20][CH3:21])[C:7]2[C:16]3[CH:15]=[CH:14][C:13]([OH:17])=[CH:12][C:11]=3[N:10]=[CH:9][C:8]=2[N:18]=1.C(OC1C=C(C=CC=1)N)C1C=CC=CC=1.COCCC(Cl)=O.C(OC1C=CC(N)=CC=1)C1C=CC=CC=1.C(OCC(Cl)=O)C.N(C(OC(C)C)=O)=NC(OC(C)C)=O.C1(P(C2C=CC=CC=2)C2C=CC=CC=2)C=CC=CC=1.[CH3:99][S:100][CH2:101][CH2:102][CH2:103]O. (4) Given the product [C:5]([O:9][C:10](=[O:11])[NH:3][CH2:2][CH2:1][NH2:4])([CH3:8])([CH3:7])[CH3:6], predict the reactants needed to synthesize it. The reactants are: [CH2:1]([NH2:4])[CH2:2][NH2:3].[C:5]([O:9][C:10](O[C:10]([O:9][C:5]([CH3:8])([CH3:7])[CH3:6])=[O:11])=[O:11])([CH3:8])([CH3:7])[CH3:6].